From a dataset of Catalyst prediction with 721,799 reactions and 888 catalyst types from USPTO. Predict which catalyst facilitates the given reaction. (1) The catalyst class is: 4. Product: [Br:1][CH2:2][CH2:3][CH2:4][CH2:5][CH2:6][CH2:7][CH2:8][CH2:9][CH2:10][CH2:11][CH2:12][CH2:13][O:14][CH:33]1[CH2:34][CH2:35][CH2:36][CH2:37][O:32]1. Reactant: [Br:1][CH2:2][CH2:3][CH2:4][CH2:5][CH2:6][CH2:7][CH2:8][CH2:9][CH2:10][CH2:11][CH2:12][CH2:13][OH:14].C1(C)C=CC(S([O-])(=O)=O)=CC=1.[NH+]1C=CC=CC=1.[O:32]1[CH:37]=[CH:36][CH2:35][CH2:34][CH2:33]1. (2) Reactant: [CH3:1][C:2]1[CH:7]=[CH:6][CH:5]=[C:4]([CH3:8])[N:3]=1.[Li]CCCC.[C:14]([O:18][C:19]([N:21]1[CH2:24][CH:23]([C:25]([C:27]2[CH:28]=[C:29]3[C:34](=[CH:35][CH:36]=2)[N:33]=[C:32]([O:37][CH3:38])[C:31]([CH2:39][C:40]2[CH:45]=[CH:44][C:43]([C:46]([F:49])([F:48])[F:47])=[CH:42][CH:41]=2)=[C:30]3[Cl:50])=[O:26])[CH2:22]1)=[O:20])([CH3:17])([CH3:16])[CH3:15]. Product: [C:14]([O:18][C:19]([N:21]1[CH2:22][CH:23]([C:25]([C:27]2[CH:28]=[C:29]3[C:34](=[CH:35][CH:36]=2)[N:33]=[C:32]([O:37][CH3:38])[C:31]([CH2:39][C:40]2[CH:41]=[CH:42][C:43]([C:46]([F:49])([F:48])[F:47])=[CH:44][CH:45]=2)=[C:30]3[Cl:50])([C:7]2[C:2]([CH3:1])=[N:3][C:4]([CH3:8])=[CH:5][CH:6]=2)[OH:26])[CH2:24]1)=[O:20])([CH3:17])([CH3:15])[CH3:16]. The catalyst class is: 1. (3) Reactant: [CH3:1][S:2]([C:5]1[CH:10]=[CH:9][CH:8]=[CH:7][C:6]=1[C:11]1[C:20]([CH:21]([NH2:23])[CH3:22])=[CH:19][C:18]2[C:13](=[CH:14][CH:15]=[CH:16][N:17]=2)[N:12]=1)(=[O:4])=[O:3].[NH2:24][C:25]1[C:30]([C:31]#[N:32])=[C:29](Cl)[N:28]=[CH:27][N:26]=1.CCN(C(C)C)C(C)C.O. Product: [NH2:24][C:25]1[C:30]([C:31]#[N:32])=[C:29]([NH:23][CH:21]([C:20]2[C:11]([C:6]3[CH:7]=[CH:8][CH:9]=[CH:10][C:5]=3[S:2]([CH3:1])(=[O:3])=[O:4])=[N:12][C:13]3[C:18]([CH:19]=2)=[N:17][CH:16]=[CH:15][CH:14]=3)[CH3:22])[N:28]=[CH:27][N:26]=1. The catalyst class is: 51. (4) Reactant: [OH:1][C:2]1[CH:7]=[C:6]([O:8][C:9]2[CH:10]=[N:11][C:12]([S:15]([CH3:18])(=[O:17])=[O:16])=[CH:13][CH:14]=2)[CH:5]=[CH:4][C:3]=1[NH:19][N:20]=[C:21]([CH3:27])[C:22]([O:24][CH2:25][CH3:26])=[O:23].[CH3:28][S:29](Cl)(=[O:31])=[O:30].O. Product: [CH3:28][S:29]([O:1][C:2]1[CH:7]=[C:6]([O:8][C:9]2[CH:10]=[N:11][C:12]([S:15]([CH3:18])(=[O:16])=[O:17])=[CH:13][CH:14]=2)[CH:5]=[CH:4][C:3]=1[NH:19][N:20]=[C:21]([CH3:27])[C:22]([O:24][CH2:25][CH3:26])=[O:23])(=[O:31])=[O:30]. The catalyst class is: 17.